The task is: Predict the reactants needed to synthesize the given product.. This data is from Full USPTO retrosynthesis dataset with 1.9M reactions from patents (1976-2016). (1) Given the product [C:6]([O:10][C:11]([N:13]1[C@@H:18]([C@@H:19]([OH:34])[C@@H:20]([NH:30][C:31](=[O:33])[CH3:32])[CH2:21][C:22]2[CH:27]=[C:26]([O:28][CH2:2][CH:3]([CH3:5])[CH3:4])[CH:25]=[C:24]([F:29])[CH:23]=2)[CH2:17][O:16][C@@H:15]([O:35][CH2:36][C:37]([CH3:40])([CH3:39])[CH3:38])[C@@H:14]1[CH3:41])=[O:12])([CH3:8])([CH3:9])[CH3:7], predict the reactants needed to synthesize it. The reactants are: Br[CH2:2][CH:3]([CH3:5])[CH3:4].[C:6]([O:10][C:11]([N:13]1[C@@H:18]([C@@H:19]([OH:34])[C@@H:20]([NH:30][C:31](=[O:33])[CH3:32])[CH2:21][C:22]2[CH:27]=[C:26]([OH:28])[CH:25]=[C:24]([F:29])[CH:23]=2)[CH2:17][O:16][C@@H:15]([O:35][CH2:36][C:37]([CH3:40])([CH3:39])[CH3:38])[C@@H:14]1[CH3:41])=[O:12])([CH3:9])([CH3:8])[CH3:7].C(=O)([O-])[O-].[Cs+].[Cs+]. (2) Given the product [CH2:10]([O:9][CH:7]1[CH2:6][O:5][CH:4]([CH2:1][CH:2]=[O:18])[CH2:8]1)[C:11]1[CH:16]=[CH:15][CH:14]=[CH:13][CH:12]=1, predict the reactants needed to synthesize it. The reactants are: [CH2:1]([CH:4]1[CH2:8][CH:7]([O:9][CH2:10][C:11]2[CH:16]=[CH:15][CH:14]=[CH:13][CH:12]=2)[CH2:6][O:5]1)[CH:2]=C.I([O-])(=O)(=O)=[O:18].[Na+].C(OCC)(=O)C.CCCCCC. (3) Given the product [C:10]([O:9][C:8]([N:7]([C@@H:4]([CH:5]=[CH2:6])[CH2:3][O:2][CH3:1])[CH2:15][CH:16]([OH:17])[C:19](=[CH2:20])[C:18]([O:22][CH3:23])=[O:21])=[O:14])([CH3:12])([CH3:13])[CH3:11], predict the reactants needed to synthesize it. The reactants are: [CH3:1][O:2][CH2:3][C@@H:4]([N:7]([CH2:15][CH:16]=[O:17])[C:8](=[O:14])[O:9][C:10]([CH3:13])([CH3:12])[CH3:11])[CH:5]=[CH2:6].[C:18]([O:22][CH3:23])(=[O:21])[CH:19]=[CH2:20].N12CCC(CC1)CC2. (4) Given the product [CH2:1]([O:3][C:4]([N:6]1[C:15]2[C:10](=[CH:11][C:12]([C:16]([F:19])([F:18])[F:17])=[CH:13][CH:14]=2)[CH:9]([CH:37]([N:36]=[C:23]([C:30]2[CH:35]=[CH:34][CH:33]=[CH:32][CH:31]=2)[C:24]2[CH:25]=[CH:26][CH:27]=[CH:28][CH:29]=2)[C:38]2[CH:39]=[C:40]([C:48]([F:50])([F:51])[F:49])[CH:41]=[C:42]([C:44]([F:45])([F:46])[F:47])[CH:43]=2)[CH2:8][CH:7]1[CH2:21][CH3:22])=[O:5])[CH3:2], predict the reactants needed to synthesize it. The reactants are: [CH2:1]([O:3][C:4]([N:6]1[C:15]2[C:10](=[CH:11][C:12]([C:16]([F:19])([F:18])[F:17])=[CH:13][CH:14]=2)[CH:9](Cl)[CH2:8][C@H:7]1[CH2:21][CH3:22])=[O:5])[CH3:2].[C:23](=[N:36][CH2:37][C:38]1[CH:43]=[C:42]([C:44]([F:47])([F:46])[F:45])[CH:41]=[C:40]([C:48]([F:51])([F:50])[F:49])[CH:39]=1)([C:30]1[CH:35]=[CH:34][CH:33]=[CH:32][CH:31]=1)[C:24]1[CH:29]=[CH:28][CH:27]=[CH:26][CH:25]=1.C[Si](C)(C)[N-][Si](C)(C)C.[Na+].C(OC(C)C)(C)C. (5) Given the product [CH3:1][NH:2][CH2:3][C:5]1[CH:10]=[CH:9][CH:8]=[CH:7][C:6]=1[C:11]1[CH:16]=[CH:15][C:14]([C:17]([F:18])([F:19])[F:20])=[CH:13][CH:12]=1, predict the reactants needed to synthesize it. The reactants are: [CH3:1][NH:2][C:3]([C:5]1[C:6]([C:11]2[CH:16]=[CH:15][C:14]([C:17]([F:20])([F:19])[F:18])=[CH:13][CH:12]=2)=[CH:7][CH:8]=[CH:9][CH:10]=1)=O.[BH4-].[Na+].II.CO. (6) The reactants are: C([O:9][CH:10]1[CH2:15][CH2:14][N:13]([CH2:16][CH:17]([N:21]2[CH:25]=[C:24]([C:26]3[C:27]4[CH:34]=[CH:33][N:32]([CH2:35][O:36][CH2:37][CH2:38][Si:39]([CH3:42])([CH3:41])[CH3:40])[C:28]=4[N:29]=[CH:30][N:31]=3)[CH:23]=[N:22]2)[CH2:18][C:19]#[N:20])[CH2:12][CH:11]1[F:43])(=O)C1C=CC=CC=1.[OH-].[Li+]. Given the product [F:43][CH:11]1[CH:10]([OH:9])[CH2:15][CH2:14][N:13]([CH2:16][CH:17]([N:21]2[CH:25]=[C:24]([C:26]3[C:27]4[CH:34]=[CH:33][N:32]([CH2:35][O:36][CH2:37][CH2:38][Si:39]([CH3:40])([CH3:42])[CH3:41])[C:28]=4[N:29]=[CH:30][N:31]=3)[CH:23]=[N:22]2)[CH2:18][C:19]#[N:20])[CH2:12]1, predict the reactants needed to synthesize it. (7) Given the product [C:11]1([C:14]2[CH:19]=[CH:18][CH:17]=[CH:16][CH:15]=2)[CH:10]=[CH:9][C:8]([NH:7][C:5](=[O:6])[C:4]2[CH:20]=[CH:21][C:22]([O:23][CH:24]3[CH2:25][CH2:26]3)=[C:2]([NH:1][C:40]([C:37]3([N:34]4[CH2:35][CH2:36][N:31]([CH:28]5[CH2:29][CH2:30]5)[CH2:32][CH2:33]4)[CH2:39][CH2:38]3)=[O:41])[CH:3]=2)=[CH:13][CH:12]=1, predict the reactants needed to synthesize it. The reactants are: [NH2:1][C:2]1[CH:3]=[C:4]([CH:20]=[CH:21][C:22]=1[O:23][CH:24]1[CH2:26][CH2:25]1)[C:5]([NH:7][C:8]1[CH:13]=[CH:12][C:11]([C:14]2[CH:19]=[CH:18][CH:17]=[CH:16][CH:15]=2)=[CH:10][CH:9]=1)=[O:6].Cl.[CH:28]1([N:31]2[CH2:36][CH2:35][N:34]([C:37]3([C:40](O)=[O:41])[CH2:39][CH2:38]3)[CH2:33][CH2:32]2)[CH2:30][CH2:29]1.C1CN([P+](ON2N=NC3C=CC=CC2=3)(N2CCCC2)N2CCCC2)CC1.F[P-](F)(F)(F)(F)F.C(N(C(C)C)C(C)C)C.